Dataset: Forward reaction prediction with 1.9M reactions from USPTO patents (1976-2016). Task: Predict the product of the given reaction. (1) Given the reactants [CH3:1][O:2][C:3](=[O:38])[CH2:4][N:5]([S:27](=[O:37])(=[O:36])[NH:28]C(OC(C)(C)C)=O)[C:6]1[CH:7]=[C:8]2[C:13](=[CH:14][C:15]=1[O:16][CH2:17][C:18]1[CH:23]=[CH:22][CH:21]=[CH:20][CH:19]=1)[O:12][C:11](=[O:24])[C:10]([O:25][CH3:26])=[CH:9]2, predict the reaction product. The product is: [CH3:1][O:2][C:3](=[O:38])[CH2:4][N:5]([S:27](=[O:37])(=[O:36])[NH2:28])[C:6]1[CH:7]=[C:8]2[C:13](=[CH:14][C:15]=1[O:16][CH2:17][C:18]1[CH:23]=[CH:22][CH:21]=[CH:20][CH:19]=1)[O:12][C:11](=[O:24])[C:10]([O:25][CH3:26])=[CH:9]2. (2) Given the reactants [CH3:1][C:2]1[CH:3]=[C:4]([NH:16][C:17]2[C:26]3[C:21](=[CH:22][CH:23]=[CH:24][C:25]=3[O:27][C@H:28]([CH3:33])[C:29](OC)=[O:30])[N:20]=[CH:19][N:18]=2)[CH:5]=[CH:6][C:7]=1[O:8][CH2:9][C:10]1[CH:15]=[CH:14][CH:13]=[CH:12][N:11]=1.[OH:34][C@@H:35]1[CH2:39][CH2:38][NH:37][CH2:36]1, predict the reaction product. The product is: [CH3:1][C:2]1[CH:3]=[C:4]([NH:16][C:17]2[C:26]3[C:21](=[CH:22][CH:23]=[CH:24][C:25]=3[O:27][C@H:28]([CH3:33])[C:29]([N:37]3[CH2:38][CH2:39][C@@H:35]([OH:34])[CH2:36]3)=[O:30])[N:20]=[CH:19][N:18]=2)[CH:5]=[CH:6][C:7]=1[O:8][CH2:9][C:10]1[CH:15]=[CH:14][CH:13]=[CH:12][N:11]=1. (3) Given the reactants [C:1]1([C:7]2[CH:8]=[C:9]([CH:12]=[CH:13][CH:14]=2)[CH:10]=O)[CH:6]=[CH:5][CH:4]=[CH:3][CH:2]=1.[N+:15]([CH3:18])([O-:17])=[O:16].C([O-])(=O)C.[NH4+].[BH4-].[Na+], predict the reaction product. The product is: [N+:15]([CH2:18][CH2:10][C:9]1[CH:8]=[C:7]([C:1]2[CH:6]=[CH:5][CH:4]=[CH:3][CH:2]=2)[CH:14]=[CH:13][CH:12]=1)([O-:17])=[O:16]. (4) Given the reactants [CH3:1][O:2][C:3]1[CH:4]=[C:5]([NH:11][C:12]2[N:25]=[C:15]3[NH:16][C:17](=O)[C:18]4[C:23]([N:14]3[N:13]=2)=[CH:22][CH:21]=[CH:20][CH:19]=4)[CH:6]=[CH:7][C:8]=1[O:9][CH3:10].P(Cl)(Cl)([Cl:28])=O, predict the reaction product. The product is: [Cl:28][C:17]1[C:18]2[C:23](=[CH:22][CH:21]=[CH:20][CH:19]=2)[N:14]2[N:13]=[C:12]([NH:11][C:5]3[CH:6]=[CH:7][C:8]([O:9][CH3:10])=[C:3]([O:2][CH3:1])[CH:4]=3)[N:25]=[C:15]2[N:16]=1. (5) Given the reactants C([O:3][C:4]([C:6](O)([CH2:12][C:13]([C:15]1[CH:20]=[CH:19][C:18]([CH3:21])=[C:17]([F:22])[CH:16]=1)=O)[C:7](OCC)=[O:8])=[O:5])C.O.[NH2:25][NH2:26].[OH-].[Na+].Cl, predict the reaction product. The product is: [C:4]([C:6]1[C:7](=[O:8])[NH:25][N:26]=[C:13]([C:15]2[CH:20]=[CH:19][C:18]([CH3:21])=[C:17]([F:22])[CH:16]=2)[CH:12]=1)([OH:3])=[O:5]. (6) Given the reactants [OH:1][C@H:2]([C:24]1[C:33]2[C:28](=[CH:29][CH:30]=[C:31]([O:34][CH3:35])[CH:32]=2)[N:27]=[CH:26][CH:25]=1)[CH2:3][CH2:4][C@@H:5]1[CH2:10][CH2:9][N:8]([CH:11]2[CH2:14][CH:13]([C:15]3[CH:20]=[CH:19][CH:18]=[CH:17][CH:16]=3)[CH2:12]2)[CH2:7][C@@H:6]1[C:21](O)=[O:22].C(=O)(O)[O-].[NH4+].[N:41]1C=CC=CC=1.O, predict the reaction product. The product is: [OH:1][C@H:2]([C:24]1[C:33]2[C:28](=[CH:29][CH:30]=[C:31]([O:34][CH3:35])[CH:32]=2)[N:27]=[CH:26][CH:25]=1)[CH2:3][CH2:4][C@@H:5]1[CH2:10][CH2:9][N:8]([CH:11]2[CH2:14][CH:13]([C:15]3[CH:16]=[CH:17][CH:18]=[CH:19][CH:20]=3)[CH2:12]2)[CH2:7][C@@H:6]1[C:21]([NH2:41])=[O:22]. (7) Given the reactants [F:1][C:2]1[C:11]2[C:6](=[CH:7][CH:8]=[CH:9][CH:10]=2)[N:5]=[C:4]([C:12]2[CH:17]=[CH:16][C:15]([N:18](C)[C:19](=O)OC(C)(C)C)=[CH:14][CH:13]=2)[CH:3]=1.C(O)(C(F)(F)F)=O, predict the reaction product. The product is: [F:1][C:2]1[C:11]2[C:6](=[CH:7][CH:8]=[CH:9][CH:10]=2)[N:5]=[C:4]([C:12]2[CH:17]=[CH:16][C:15]([NH:18][CH3:19])=[CH:14][CH:13]=2)[CH:3]=1.